This data is from Reaction yield outcomes from USPTO patents with 853,638 reactions. The task is: Predict the reaction yield, written as a fraction of the theoretical maximum amount of product (1.0 means a 100% yield; for example, 0.34 means a 34% yield). (1) The reactants are Br[C:2]1[NH:3][C:4]2[CH:10]=[C:9](Cl)[C:8](Cl)=[CH:7][C:5]=2[N:6]=1.C/C(/O[Si](C)(C)C)=N\[Si](C)(C)C.O([Si](C)(C)C)S(C(F)(F)F)(=O)=O.C(OC1O[C@@H](COC(=O)C)[C@H](OC(=O)C)[C@@H]1OC(=O)C)(=O)C.O=C[C@H]([C@H]([C@H](CO)O)O)O.C(=O)(O)[O-].[Na+]. The catalyst is C(Cl)Cl.C(#N)C. The product is [NH:3]1[C:4]2[CH:10]=[CH:9][CH:8]=[CH:7][C:5]=2[N:6]=[CH:2]1. The yield is 0.600. (2) The reactants are Br[C:2]1[C:15]2[C:6](=[N:7][C:8]3[C:13]([C:14]=2[S:16][C:17]2[CH:22]=[CH:21][C:20]([OH:23])=[CH:19][CH:18]=2)=[CH:12][CH:11]=[CH:10][CH:9]=3)[CH:5]=[CH:4][CH:3]=1.CC(C)([O-])C.[Na+].C1(P(C2C=CC=CC=2)C2C=CC=CC=2C2C=CC=CC=2N(C)C)C=CC=CC=1. The catalyst is CC(N(C)C)=O.C1C=CC(/C=C/C(/C=C/C2C=CC=CC=2)=O)=CC=1.C1C=CC(/C=C/C(/C=C/C2C=CC=CC=2)=O)=CC=1.C1C=CC(/C=C/C(/C=C/C2C=CC=CC=2)=O)=CC=1.[Pd].[Pd]. The product is [CH:22]1[C:17]2[S:16][C:14]3[C:15]4[C:6]([N:7]=[C:8]5[C:13]=3[CH:12]=[CH:11][CH:10]=[CH:9]5)=[CH:5][CH:4]=[CH:3][C:2]=4[C:18]=2[CH:19]=[C:20]([OH:23])[CH:21]=1. The yield is 0.180. (3) The reactants are [Cl:1][C:2]1[CH:7]=[CH:6][C:5]([C@:8]2(O)[CH2:13][CH2:12][NH:11][CH2:10][C:9]2([CH3:15])[CH3:14])=[CH:4][CH:3]=1.C(O)(=O)[C@H]([C@@H](C(O)=O)O)O. The catalyst is Cl. The product is [Cl:1][C:2]1[CH:7]=[CH:6][C:5]([C:8]2[C:9]([CH3:15])([CH3:14])[CH2:10][NH:11][CH2:12][CH:13]=2)=[CH:4][CH:3]=1. The yield is 0.980. (4) The reactants are [Cl:1][C:2]1[C:6]([Cl:7])=[C:5]([CH3:8])[NH:4][C:3]=1[C:9]([OH:11])=O.[NH2:12][C@@H:13]1[CH2:18][CH2:17][N:16]([C:19]([O:21][CH2:22][CH3:23])=[O:20])[CH2:15][C@@H:14]1[O:24][CH2:25][CH3:26].C1C=CC2N(O)N=NC=2C=1.CN1CCOCC1.CCN=C=NCCCN(C)C.Cl. The catalyst is ClCCl. The product is [Cl:1][C:2]1[C:6]([Cl:7])=[C:5]([CH3:8])[NH:4][C:3]=1[C:9]([NH:12][C@@H:13]1[CH2:18][CH2:17][N:16]([C:19]([O:21][CH2:22][CH3:23])=[O:20])[CH2:15][C@@H:14]1[O:24][CH2:25][CH3:26])=[O:11]. The yield is 0.490. (5) The catalyst is C(OCC)C. The product is [Br:9][C:5]1[C:6]([F:8])=[CH:7][C:2]([C:16]([OH:18])=[O:17])=[C:3]([F:10])[CH:4]=1. The reactants are Br[C:2]1[CH:7]=[C:6]([F:8])[C:5]([Br:9])=[CH:4][C:3]=1[F:10].C([Li])CCC.[C:16](=[O:18])=[O:17]. The yield is 0.530.